This data is from Peptide-MHC class II binding affinity with 134,281 pairs from IEDB. The task is: Regression. Given a peptide amino acid sequence and an MHC pseudo amino acid sequence, predict their binding affinity value. This is MHC class II binding data. (1) The peptide sequence is QEVEFIGYGKATLECKK. The MHC is HLA-DQA10303-DQB10402 with pseudo-sequence HLA-DQA10303-DQB10402. The binding affinity (normalized) is 0. (2) The peptide sequence is YQNPTTYISVGTSTLNQ. The MHC is DRB1_0301 with pseudo-sequence DRB1_0301. The binding affinity (normalized) is 0. (3) The peptide sequence is FRNQWLLESDHLISE. The MHC is DRB3_0101 with pseudo-sequence DRB3_0101. The binding affinity (normalized) is 0.522. (4) The peptide sequence is INEPTAAAIGYGLDR. The MHC is HLA-DQA10401-DQB10402 with pseudo-sequence HLA-DQA10401-DQB10402. The binding affinity (normalized) is 0.261.